This data is from Full USPTO retrosynthesis dataset with 1.9M reactions from patents (1976-2016). The task is: Predict the reactants needed to synthesize the given product. (1) Given the product [CH3:2][C@@H:3]1[CH2:4][N:20]([S:21]([C:24]2[CH:29]=[CH:28][CH:27]=[CH:26][C:25]=2[N+:30]([O-:32])=[O:31])(=[O:23])=[O:22])[C:15]2[CH:16]=[CH:17][CH:18]=[CH:19][C:14]=2[CH2:13][N:5]1[C:6]([O:7][C:8]([CH3:11])([CH3:10])[CH3:9])=[O:12], predict the reactants needed to synthesize it. The reactants are: O[CH2:2][C@H:3]([N:5]([CH2:13][C:14]1[CH:19]=[CH:18][CH:17]=[CH:16][C:15]=1[NH:20][S:21]([C:24]1[CH:29]=[CH:28][CH:27]=[CH:26][C:25]=1[N+:30]([O-:32])=[O:31])(=[O:23])=[O:22])[C:6](=[O:12])[O:7][C:8]([CH3:11])([CH3:10])[CH3:9])[CH3:4].C1(P(C2C=CC=CC=2)C2C=CC=CC=2)C=CC=CC=1.N(C(OC(C)C)=O)=NC(OC(C)C)=O. (2) The reactants are: FCC[O:4][C:5](=O)[C:6]1[CH:11]=[CH:10][C:9]([Cl:12])=[C:8]([O:13][CH2:14][CH2:15][F:16])[CH:7]=1.[H-].C([Al+]CC(C)C)C(C)C. Given the product [Cl:12][C:9]1[CH:10]=[CH:11][C:6]([CH2:5][OH:4])=[CH:7][C:8]=1[O:13][CH2:14][CH2:15][F:16], predict the reactants needed to synthesize it. (3) Given the product [S:26]1[C:25]2[CH2:24][CH2:23][N:22]([CH2:2][CH2:3][CH2:4][C:5]3([CH2:15][CH3:16])[C:13]4[C:8](=[CH:9][CH:10]=[CH:11][CH:12]=4)[NH:7][C:6]3=[O:14])[CH2:21][C:20]=2[CH:19]=[CH:18]1, predict the reactants needed to synthesize it. The reactants are: Cl[CH2:2][CH2:3][CH2:4][C:5]1([CH2:15][CH3:16])[C:13]2[C:8](=[CH:9][CH:10]=[CH:11][CH:12]=2)[NH:7][C:6]1=[O:14].Cl[C:18]1[S:26][C:25]2[CH2:24][CH2:23][NH:22][CH2:21][C:20]=2[CH:19]=1.